This data is from Full USPTO retrosynthesis dataset with 1.9M reactions from patents (1976-2016). The task is: Predict the reactants needed to synthesize the given product. (1) The reactants are: [OH:1][C:2]1[CH:13]=[CH:12][C:5]([O:6][CH2:7][C:8]([NH:10][CH3:11])=[O:9])=[CH:4][CH:3]=1.Br[CH2:15][C:16]1[CH:21]=[CH:20][CH:19]=[CH:18][C:17]=1[F:22].C(=O)([O-])[O-].[K+].[K+]. Given the product [F:22][C:17]1[CH:18]=[CH:19][CH:20]=[CH:21][C:16]=1[CH2:15][O:1][C:2]1[CH:3]=[CH:4][C:5]([O:6][CH2:7][C:8]([NH:10][CH3:11])=[O:9])=[CH:12][CH:13]=1, predict the reactants needed to synthesize it. (2) Given the product [F:26][C:27]1[CH:32]=[CH:31][C:30]([NH:33][C:21]([C:19]2[N:20]=[C:16]([CH2:15][O:14][C:13]3[CH:12]=[CH:11][C:10]([CH2:9][CH2:8][CH2:7][CH2:6][N:1]4[CH:5]=[CH:4][N:3]=[N:2]4)=[CH:25][CH:24]=3)[O:17][CH:18]=2)=[O:23])=[C:29]([CH3:34])[CH:28]=1, predict the reactants needed to synthesize it. The reactants are: [N:1]1([CH2:6][CH2:7][CH2:8][CH2:9][C:10]2[CH:25]=[CH:24][C:13]([O:14][CH2:15][C:16]3[O:17][CH:18]=[C:19]([C:21]([OH:23])=O)[N:20]=3)=[CH:12][CH:11]=2)[CH:5]=[CH:4][N:3]=[N:2]1.[F:26][C:27]1[CH:32]=[CH:31][C:30]([NH2:33])=[C:29]([CH3:34])[CH:28]=1. (3) The reactants are: [Cl:1][C:2]1[CH:7]=[CH:6][C:5]([C:8]2[CH:13]=[N:12][C:11]([C:14]#[CH:15])=[CH:10][N:9]=2)=[C:4]([CH3:16])[CH:3]=1.I[C:18]1[CH:34]=[CH:33][C:21]([O:22][CH2:23][CH2:24][N:25]2[CH2:30][CH2:29][C:28]([CH3:32])([OH:31])[CH2:27][CH2:26]2)=[CH:20][CH:19]=1. Given the product [Cl:1][C:2]1[CH:7]=[CH:6][C:5]([C:8]2[N:9]=[CH:10][C:11]([C:14]#[C:15][C:18]3[CH:34]=[CH:33][C:21]([O:22][CH2:23][CH2:24][N:25]4[CH2:26][CH2:27][C:28]([CH3:32])([OH:31])[CH2:29][CH2:30]4)=[CH:20][CH:19]=3)=[N:12][CH:13]=2)=[C:4]([CH3:16])[CH:3]=1, predict the reactants needed to synthesize it.